From a dataset of Retrosynthesis with 50K atom-mapped reactions and 10 reaction types from USPTO. Predict the reactants needed to synthesize the given product. (1) Given the product CC1(C)OB(c2ccc(NC(=O)Nc3ccccc3)nc2)OC1(C)C, predict the reactants needed to synthesize it. The reactants are: CC1(C)OB(c2ccc(N)nc2)OC1(C)C.O=C=Nc1ccccc1. (2) Given the product Cn1nnnc1C(=NOCc1cccc(C=O)n1)c1ccccc1, predict the reactants needed to synthesize it. The reactants are: Cn1nnnc1C(=NOCc1cccc(C2OCCO2)n1)c1ccccc1. (3) Given the product COc1cccc(CC(=O)Nc2nnc(-c3c[nH]c4ncncc34)s2)c1, predict the reactants needed to synthesize it. The reactants are: COc1cccc(CC(=O)O)c1.Nc1nnc(-c2c[nH]c3ncncc23)s1. (4) Given the product COc1ccc2c(c1)CCN=C2, predict the reactants needed to synthesize it. The reactants are: COc1cccc(CCNC=O)c1. (5) Given the product CC(C(=O)O)c1ccccc1-c1ccccc1, predict the reactants needed to synthesize it. The reactants are: CCOC(=O)C(C)c1ccccc1-c1ccccc1. (6) Given the product COc1ccc(-c2nsc(N)c2C)cc1, predict the reactants needed to synthesize it. The reactants are: COc1ccc(C(N)=C(C)C(N)=S)cc1. (7) Given the product CCOC(=O)c1c(I)c2cc(-c3ccc(C(F)(F)F)cn3)ccc2n1-c1ccc(OC(C)C)cc1, predict the reactants needed to synthesize it. The reactants are: CC(C)Oc1ccc(B(O)O)cc1.CCOC(=O)c1[nH]c2ccc(-c3ccc(C(F)(F)F)cn3)cc2c1I. (8) Given the product CCOC(=O)NC1COc2ccc(O)cc2C1Cc1ccccc1, predict the reactants needed to synthesize it. The reactants are: CCOC(=O)NC1COc2ccc(OC)cc2C1Cc1ccccc1.